From a dataset of Reaction yield outcomes from USPTO patents with 853,638 reactions. Predict the reaction yield, written as a fraction of the theoretical maximum amount of product (1.0 means a 100% yield; for example, 0.34 means a 34% yield). (1) The reactants are [CH3:1][C:2]1[O:6][N:5]=[C:4]([C:7]2[CH:12]=[CH:11][CH:10]=[CH:9][CH:8]=2)[C:3]=1[CH2:13][O:14][C:15]1[CH:23]=[CH:22][C:18]([C:19]([OH:21])=O)=[CH:17][N:16]=1.[NH:24]1[CH2:28][CH2:27][CH2:26][CH2:25]1. No catalyst specified. The product is [CH3:1][C:2]1[O:6][N:5]=[C:4]([C:7]2[CH:8]=[CH:9][CH:10]=[CH:11][CH:12]=2)[C:3]=1[CH2:13][O:14][C:15]1[N:16]=[CH:17][C:18]([C:19]([N:24]2[CH2:28][CH2:27][CH2:26][CH2:25]2)=[O:21])=[CH:22][CH:23]=1. The yield is 0.980. (2) The reactants are [C:1]1(C)C=CC(S(O)(=O)=O)=C[CH:2]=1.Br[C:13]1[C:22]([CH2:23][N:24]2[CH:28]=[CH:27][CH:26]=[N:25]2)=[CH:21][C:20]2[C:19]([CH3:30])([CH3:29])[CH2:18][CH2:17][C:16]([CH3:32])([CH3:31])[C:15]=2[CH:14]=1.COC([SiH3])=C(OC)OC.C(N(CC)CC)C. The catalyst is CN1CCCC1=O.C([O-])(=O)C.[Pd+2].C([O-])(=O)C. The product is [CH:1]([C:13]1[C:22]([CH2:23][N:24]2[CH:28]=[CH:27][CH:26]=[N:25]2)=[CH:21][C:20]2[C:19]([CH3:30])([CH3:29])[CH2:18][CH2:17][C:16]([CH3:32])([CH3:31])[C:15]=2[CH:14]=1)=[CH2:2]. The yield is 0.210.